This data is from Forward reaction prediction with 1.9M reactions from USPTO patents (1976-2016). The task is: Predict the product of the given reaction. (1) Given the reactants [Cl:1][C:2]1[CH:3]=[C:4]([C@@H:8]([OH:37])[CH2:9][N:10]([CH2:18][CH2:19][C:20]2[CH:25]=[CH:24][C:23]([S:26]([C:29]3[CH:34]=[CH:33][CH:32]=[C:31](C=O)[CH:30]=3)(=[O:28])=[O:27])=[CH:22][CH:21]=2)[C:11](=[O:17])[O:12][C:13]([CH3:16])([CH3:15])[CH3:14])[CH:5]=[CH:6][CH:7]=1.C1(P(=[CH:57][C:58]([O:60][CH3:61])=[O:59])(C2C=CC=CC=2)C2C=CC=CC=2)C=CC=CC=1.O1CCC[CH2:63]1, predict the reaction product. The product is: [C:13]([O:12][C:11]([N:10]([CH2:18][CH2:19][C:20]1[CH:25]=[CH:24][C:23]([S:26]([C:29]2[CH:30]=[C:31](/[CH:63]=[CH:57]/[C:58]([O:60][CH3:61])=[O:59])[CH:32]=[CH:33][CH:34]=2)(=[O:27])=[O:28])=[CH:22][CH:21]=1)[CH2:9][C@@H:8]([C:4]1[CH:5]=[CH:6][CH:7]=[C:2]([Cl:1])[CH:3]=1)[OH:37])=[O:17])([CH3:14])([CH3:16])[CH3:15]. (2) The product is: [Cl:14][C:15]1[C:20]([Cl:21])=[CH:19][CH:18]=[CH:17][C:16]=1[N:22]1[CH2:23][CH2:24][N:25]([CH2:28][CH2:29][C:30]([O:1][CH2:2][C:3]2[CH:12]=[C:11]3[C:6]([CH2:7][CH2:8][C:9](=[O:13])[NH:10]3)=[CH:5][CH:4]=2)=[O:31])[CH2:26][CH2:27]1. Given the reactants [OH:1][CH2:2][C:3]1[CH:12]=[C:11]2[C:6]([CH2:7][CH2:8][C:9](=[O:13])[NH:10]2)=[CH:5][CH:4]=1.[Cl:14][C:15]1[C:20]([Cl:21])=[CH:19][CH:18]=[CH:17][C:16]=1[N:22]1[CH2:27][CH2:26][N:25]([CH2:28][CH2:29][C:30](O)=[O:31])[CH2:24][CH2:23]1, predict the reaction product. (3) Given the reactants [NH2:1][C:2]1[CH:13]=[CH:12][CH:11]=[CH:10][C:3]=1[C:4]([NH:6][CH:7]1[CH2:9][CH2:8]1)=[O:5].[CH3:14][O:15][C:16](Cl)=[O:17], predict the reaction product. The product is: [CH3:14][O:15][C:16](=[O:17])[NH:1][C:2]1[CH:13]=[CH:12][CH:11]=[CH:10][C:3]=1[C:4](=[O:5])[NH:6][CH:7]1[CH2:8][CH2:9]1. (4) Given the reactants COC1C=C(OC)C=CC=1C[N:6]([C:32]1[CH:37]=[CH:36][N:35]=[CH:34][N:33]=1)[S:7]([C:10]1[C:15]([F:16])=[CH:14][C:13]([O:17][C@H:18]2[CH2:24][CH2:23][CH2:22][CH2:21][CH2:20][C@@H:19]2[C:25]2[N:29]([CH3:30])[N:28]=[CH:27][CH:26]=2)=[CH:12][C:11]=1[F:31])(=[O:9])=[O:8].C([SiH](CC)CC)C.FC(F)(F)C(O)=O, predict the reaction product. The product is: [F:16][C:15]1[CH:14]=[C:13]([O:17][C@H:18]2[CH2:24][CH2:23][CH2:22][CH2:21][CH2:20][C@@H:19]2[C:25]2[N:29]([CH3:30])[N:28]=[CH:27][CH:26]=2)[CH:12]=[C:11]([F:31])[C:10]=1[S:7]([NH:6][C:32]1[CH:37]=[CH:36][N:35]=[CH:34][N:33]=1)(=[O:8])=[O:9]. (5) The product is: [CH3:4][C:2]([C:5]([C:7]1[CH:8]=[C:9]([CH:14]=[CH:15][C:16]=1[OH:17])[C:10]([O:12][CH3:13])=[O:11])=[CH2:6])([CH3:1])[CH3:3]. Given the reactants [CH3:1][C:2]([C:5]([C:7]1[CH:8]=[C:9]([CH:14]=[CH:15][C:16]=1[O:17]C1CCCCO1)[C:10]([O:12][CH3:13])=[O:11])=[CH2:6])([CH3:4])[CH3:3].CO.CC1C=CC(S([O-])(=O)=O)=CC=1.C1C=C[NH+]=CC=1, predict the reaction product. (6) Given the reactants [CH2:1]([C:8]1[C:16]2[C:11](=[CH:12][C:13]([CH2:17][N:18]3[CH2:23][CH2:22][N:21]([CH3:24])[CH2:20][CH2:19]3)=[CH:14][CH:15]=2)[NH:10][C:9]=1[C:25]1[CH:30]=[C:29]([C:31]2[CH:36]=[CH:35][N:34]=[CH:33][CH:32]=2)[N:28]=[N:27][C:26]=1[O:37]C)[C:2]1[CH:7]=[CH:6][CH:5]=[CH:4][CH:3]=1.[I-].[K+], predict the reaction product. The product is: [CH2:1]([C:8]1[C:16]2[C:11](=[CH:12][C:13]([CH2:17][N:18]3[CH2:23][CH2:22][N:21]([CH3:24])[CH2:20][CH2:19]3)=[CH:14][CH:15]=2)[NH:10][C:9]=1[C:25]1[C:26](=[O:37])[NH:27][N:28]=[C:29]([C:31]2[CH:32]=[CH:33][N:34]=[CH:35][CH:36]=2)[CH:30]=1)[C:2]1[CH:3]=[CH:4][CH:5]=[CH:6][CH:7]=1.